The task is: Regression. Given a peptide amino acid sequence and an MHC pseudo amino acid sequence, predict their binding affinity value. This is MHC class I binding data.. This data is from Peptide-MHC class I binding affinity with 185,985 pairs from IEDB/IMGT. (1) The peptide sequence is IARLVYKAR. The MHC is HLA-A30:01 with pseudo-sequence HLA-A30:01. The binding affinity (normalized) is 0.451. (2) The peptide sequence is TTGIGYQPY. The MHC is HLA-A24:02 with pseudo-sequence HLA-A24:02. The binding affinity (normalized) is 0. (3) The peptide sequence is RQANFLGKI. The MHC is HLA-A02:01 with pseudo-sequence HLA-A02:01. The binding affinity (normalized) is 0.130. (4) The peptide sequence is IGKMLESTYR. The MHC is HLA-A33:01 with pseudo-sequence HLA-A33:01. The binding affinity (normalized) is 0.545. (5) The peptide sequence is ETINEEAADW. The MHC is HLA-A33:01 with pseudo-sequence HLA-A33:01. The binding affinity (normalized) is 0.